Task: Predict the reactants needed to synthesize the given product.. Dataset: Full USPTO retrosynthesis dataset with 1.9M reactions from patents (1976-2016) (1) Given the product [CH3:1][O:2][C:3]1[N:4]=[CH:5][C:6]([C:9]2([CH2:12][NH2:13])[CH2:11][CH2:10]2)=[N:7][CH:8]=1, predict the reactants needed to synthesize it. The reactants are: [CH3:1][O:2][C:3]1[N:4]=[CH:5][C:6]([C:9]2([C:12]#[N:13])[CH2:11][CH2:10]2)=[N:7][CH:8]=1.N. (2) Given the product [NH2:1][C:2]1[C:11]2[CH:10]=[CH:9][CH:8]=[C:7]([C:27]3[C:22]([F:21])=[N:23][CH:24]=[CH:25][CH:26]=3)[C:6]=2[N:5]=[C:4]2[CH2:13][N:14]([CH:17]3[CH2:20][CH2:19][CH2:18]3)[C:15](=[O:16])[C:3]=12, predict the reactants needed to synthesize it. The reactants are: [NH2:1][C:2]1[C:11]2[CH:10]=[CH:9][CH:8]=[C:7](Br)[C:6]=2[N:5]=[C:4]2[CH2:13][N:14]([CH:17]3[CH2:20][CH2:19][CH2:18]3)[C:15](=[O:16])[C:3]=12.[F:21][C:22]1[C:27](B(O)O)=[CH:26][CH:25]=[CH:24][N:23]=1.